Dataset: Forward reaction prediction with 1.9M reactions from USPTO patents (1976-2016). Task: Predict the product of the given reaction. (1) Given the reactants [CH2:1]([O:3][C:4]1[CH:5]=[C:6]([CH:25]=[CH:26][CH:27]=1)[C:7]([C:9]1[C:18]2[C:13](=[CH:14][C:15]([O:21][CH3:22])=[C:16]([O:19][CH3:20])[CH:17]=2)[C:12]([C:23]#[N:24])=[CH:11][N:10]=1)=[O:8])[CH3:2].[N-:28]=[N+:29]=[N-:30].[Na+].[Cl-].[NH4+], predict the reaction product. The product is: [CH3:22][O:21][C:15]1[CH:14]=[C:13]2[C:18](=[CH:17][C:16]=1[O:19][CH3:20])[C:9]([C:7]([C:6]1[CH:25]=[CH:26][CH:27]=[C:4]([O:3][CH2:1][CH3:2])[CH:5]=1)=[O:8])=[N:10][CH:11]=[C:12]2[C:23]1[NH:30][N:29]=[N:28][N:24]=1. (2) Given the reactants [CH3:1][C:2]1[C:6]([C:7]([O:9]CC)=[O:8])=[CH:5][N:4]([C:12]2[CH:13]=[N:14][CH:15]=[CH:16][CH:17]=2)[N:3]=1.[OH-].[K+].O, predict the reaction product. The product is: [CH3:1][C:2]1[C:6]([C:7]([OH:9])=[O:8])=[CH:5][N:4]([C:12]2[CH:13]=[N:14][CH:15]=[CH:16][CH:17]=2)[N:3]=1. (3) Given the reactants [CH2:1]([O:3][C:4]([C:6]1[N:14]([CH3:15])[C:13]2[CH:12]=[C:11](Cl)[N:10]=[N:9][C:8]=2[C:7]=1[OH:17])=[O:5])[CH3:2], predict the reaction product. The product is: [CH2:1]([O:3][C:4]([C:6]1[N:14]([CH3:15])[C:13]2[CH:12]=[CH:11][N:10]=[N:9][C:8]=2[C:7]=1[OH:17])=[O:5])[CH3:2]. (4) Given the reactants [Cl:1][C:2]1[CH:18]=[CH:17][C:5]2[N:6]3[CH:11]=[C:10]([C:12](OCC)=[O:13])[N:9]=[C:7]3[S:8][C:4]=2[CH:3]=1.[H-].[H-].[H-].[H-].[Li+].[Al+3], predict the reaction product. The product is: [Cl:1][C:2]1[CH:18]=[CH:17][C:5]2[N:6]3[CH:11]=[C:10]([CH2:12][OH:13])[N:9]=[C:7]3[S:8][C:4]=2[CH:3]=1. (5) Given the reactants [C:1]([O:5][C:6]([N:8]1[CH2:13][CH2:12][CH2:11][CH2:10][CH:9]1[CH2:14][C:15]([OH:17])=[O:16])=[O:7])([CH3:4])([CH3:3])[CH3:2].Br[CH2:19][C:20]([C:22]1[CH:27]=[CH:26][CH:25]=[CH:24][CH:23]=1)=[O:21], predict the reaction product. The product is: [C:1]([O:5][C:6]([N:8]1[CH2:13][CH2:12][CH2:11][CH2:10][CH:9]1[CH2:14][C:15]([O:17][CH2:19][C:20]([C:22]1[CH:27]=[CH:26][CH:25]=[CH:24][CH:23]=1)=[O:21])=[O:16])=[O:7])([CH3:4])([CH3:2])[CH3:3]. (6) Given the reactants Cl[C:2]1[CH:15]=[CH:14][C:13]2[C:12](=[O:16])[C:11]3[C:6](=[CH:7][CH:8]=[CH:9][CH:10]=3)[C:5](=[O:17])[C:4]=2[CH:3]=1.[C:18]1(B(O)O)[CH:23]=[CH:22][CH:21]=[CH:20][CH:19]=1.[F-].[K+].C1(C)C=CC=CC=1, predict the reaction product. The product is: [C:18]1([C:2]2[CH:15]=[CH:14][C:13]3[C:12](=[O:16])[C:11]4[C:6](=[CH:7][CH:8]=[CH:9][CH:10]=4)[C:5](=[O:17])[C:4]=3[CH:3]=2)[CH:23]=[CH:22][CH:21]=[CH:20][CH:19]=1. (7) Given the reactants [F:1][C:2]1[CH:7]=[C:6]([I:8])[CH:5]=[CH:4][C:3]=1[NH:9][C:10]1[N:15]([CH3:16])[C:14](=[O:17])[C:13]2[CH:18]=[CH:19][O:20][C:12]=2[C:11]=1[C:21]([OH:23])=O.[CH2:24]([O:26][NH2:27])[CH3:25], predict the reaction product. The product is: [CH2:24]([O:26][NH:27][C:21]([C:11]1[C:12]2[O:20][CH:19]=[CH:18][C:13]=2[C:14](=[O:17])[N:15]([CH3:16])[C:10]=1[NH:9][C:3]1[CH:4]=[CH:5][C:6]([I:8])=[CH:7][C:2]=1[F:1])=[O:23])[CH3:25]. (8) The product is: [ClH:29].[ClH:29].[F:1][C:2]1[CH:11]=[C:10]2[C:5]([CH:6]=[CH:7][C:8]([CH3:12])=[N:9]2)=[C:4]([CH:16]2[CH2:17][CH2:18][N:13]([CH2:30][CH2:31][C:32]3[CH:33]=[CH:34][C:35]4[O:40][CH2:39][C:38](=[O:41])[NH:37][C:36]=4[CH:42]=3)[CH2:14][CH2:15]2)[CH:3]=1. Given the reactants [F:1][C:2]1[CH:11]=[C:10]2[C:5]([CH:6]=[CH:7][C:8]([CH3:12])=[N:9]2)=[CH:4][CH:3]=1.[NH:13]1[CH2:18][CH:17]=[C:16](C2C=CC=C3C=2C=CC=N3)[CH2:15][CH2:14]1.[Cl:29][CH2:30][CH2:31][C:32]1[CH:33]=[C:34](F)[C:35]2[O:40][CH2:39][C:38](=[O:41])[NH:37][C:36]=2[CH:42]=1, predict the reaction product. (9) Given the reactants [CH2:1]([CH:3]([CH2:19][CH3:20])[CH:4]([C:6]1[N:10]([CH2:11][C:12]2[CH:17]=[CH:16][C:15]([F:18])=[CH:14][CH:13]=2)[N:9]=[CH:8][N:7]=1)O)[CH3:2].[N-:21]=[N+:22]=[N-:23].[Na+], predict the reaction product. The product is: [N:21]([CH:4]([C:6]1[N:10]([CH2:11][C:12]2[CH:17]=[CH:16][C:15]([F:18])=[CH:14][CH:13]=2)[N:9]=[CH:8][N:7]=1)[CH:3]([CH2:19][CH3:20])[CH2:1][CH3:2])=[N+:22]=[N-:23].